This data is from NCI-60 drug combinations with 297,098 pairs across 59 cell lines. The task is: Regression. Given two drug SMILES strings and cell line genomic features, predict the synergy score measuring deviation from expected non-interaction effect. Drug 1: CC1=C(C=C(C=C1)C(=O)NC2=CC(=CC(=C2)C(F)(F)F)N3C=C(N=C3)C)NC4=NC=CC(=N4)C5=CN=CC=C5. Drug 2: CCN(CC)CCCC(C)NC1=C2C=C(C=CC2=NC3=C1C=CC(=C3)Cl)OC. Cell line: MOLT-4. Synergy scores: CSS=54.3, Synergy_ZIP=2.40, Synergy_Bliss=3.38, Synergy_Loewe=0.747, Synergy_HSA=1.94.